From a dataset of Forward reaction prediction with 1.9M reactions from USPTO patents (1976-2016). Predict the product of the given reaction. (1) Given the reactants [NH2:1][C:2]1[C:7]([NH2:8])=[C:6]([NH:9][C@@H:10]2[C@@H:15]3[CH2:16][C@@H:12]([CH:13]=[CH:14]3)[C@@H:11]2[C:17]([NH2:19])=[O:18])[C:5]([Br:20])=[CH:4][N:3]=1.[CH3:21][N:22]1[CH:26]=[CH:25][CH:24]=[C:23]1[CH:27]=O, predict the reaction product. The product is: [Br:20][C:5]1[C:6]([NH:9][C@@H:10]2[C@@H:15]3[CH2:16][C@@H:12]([CH:13]=[CH:14]3)[C@@H:11]2[C:17]([NH2:19])=[O:18])=[C:7]2[N:8]=[C:27]([C:23]3[N:22]([CH3:21])[CH:26]=[CH:25][CH:24]=3)[NH:1][C:2]2=[N:3][CH:4]=1. (2) Given the reactants [NH2:1][C@H:2]1CCN(CCN2C3C(=CC=C(C#N)C=3)C=CC2=[O:22])C[C@H:3]1F.C([N:27](CC)C(C)C)(C)C.O1C2C=C(C=O)N=CC=2OCC1.[C:45]([O:48][BH-]([O:48][C:45](=[O:47])[CH3:46])[O:48][C:45](=[O:47])[CH3:46])(=[O:47])[CH3:46].[Na+], predict the reaction product. The product is: [OH2:22].[C:2](#[N:1])[CH3:3].[C:45]([O-:48])(=[O:47])[CH3:46].[NH4+:27]. (3) Given the reactants [CH2:1]([N:8]1[CH2:13][CH2:12][N:11]2[N:14]=[C:15]([C:17]3[CH:22]=[CH:21][C:20]([F:23])=[CH:19][CH:18]=3)[CH:16]=[C:10]2[C:9]1=O)[C:2]1[CH:7]=[CH:6][CH:5]=[CH:4][CH:3]=1.[H-].[H-].[H-].[H-].[Li+].[Al+3], predict the reaction product. The product is: [CH2:1]([N:8]1[CH2:13][CH2:12][N:11]2[N:14]=[C:15]([C:17]3[CH:18]=[CH:19][C:20]([F:23])=[CH:21][CH:22]=3)[CH:16]=[C:10]2[CH2:9]1)[C:2]1[CH:7]=[CH:6][CH:5]=[CH:4][CH:3]=1. (4) Given the reactants CC1C=CC(S(O[CH2:12][CH:13]2[O:18][C:17]3[CH:19]=[C:20]([F:23])[CH:21]=[CH:22][C:16]=3[O:15][CH2:14]2)(=O)=O)=CC=1.[CH2:24]([NH2:28])[CH2:25][CH2:26][CH3:27], predict the reaction product. The product is: [F:23][C:20]1[CH:21]=[CH:22][C:16]2[O:15][CH2:14][CH:13]([CH2:12][NH:28][CH2:24][CH2:25][CH2:26][CH3:27])[O:18][C:17]=2[CH:19]=1. (5) Given the reactants Cl[C:2]1[C:7]([C:8]#[N:9])=[CH:6][N:5]=[C:4]2[N:10]([S:13]([C:16]3[CH:21]=[CH:20][CH:19]=[CH:18][CH:17]=3)(=[O:15])=[O:14])[CH:11]=[CH:12][C:3]=12.[F:22][C:23]1[CH:24]=[CH:25][C:26]([O:32][CH3:33])=[C:27](B(O)O)[CH:28]=1.C(=O)([O-])O.[Na+], predict the reaction product. The product is: [F:22][C:23]1[CH:28]=[CH:27][C:26]([O:32][CH3:33])=[C:25]([C:2]2[C:7]([C:8]#[N:9])=[CH:6][N:5]=[C:4]3[N:10]([S:13]([C:16]4[CH:21]=[CH:20][CH:19]=[CH:18][CH:17]=4)(=[O:15])=[O:14])[CH:11]=[CH:12][C:3]=23)[CH:24]=1. (6) Given the reactants I[C:2]1[C:3]([CH3:8])=[N:4][O:5][C:6]=1[CH3:7].C1COCC1.Br[C:15]1[S:19][C:18]([C:20]2[N:24]3[N:25]=[C:26]([CH3:34])[CH:27]=[C:28]([CH:29]([CH2:32][CH3:33])[CH2:30][CH3:31])[C:23]3=[N:22][C:21]=2[CH3:35])=[C:17]([CH3:36])[CH:16]=1, predict the reaction product. The product is: [CH3:8][C:3]1[C:2]([C:15]2[S:19][C:18]([C:20]3[N:24]4[N:25]=[C:26]([CH3:34])[CH:27]=[C:28]([CH:29]([CH2:32][CH3:33])[CH2:30][CH3:31])[C:23]4=[N:22][C:21]=3[CH3:35])=[C:17]([CH3:36])[CH:16]=2)=[C:6]([CH3:7])[O:5][N:4]=1.